Predict the reaction yield, written as a fraction of the theoretical maximum amount of product (1.0 means a 100% yield; for example, 0.34 means a 34% yield). From a dataset of Reaction yield outcomes from USPTO patents with 853,638 reactions. (1) The reactants are CN(C=O)C.[C:6]([Cl:11])(=O)[C:7](Cl)=O.[N:12]1[C:17]2[S:18][CH:19]=[CH:20]C=2C(=O)[NH:14][CH:13]=1.O. The catalyst is ClCCl. The product is [Cl:11][C:6]1[C:7]2[CH:20]=[CH:19][S:18][C:17]=2[N:12]=[CH:13][N:14]=1. The yield is 0.960. (2) The reactants are [C:1]([O:5][C:6]([N:8]([CH2:13][C:14]([OH:16])=[O:15])[CH2:9][C:10]([OH:12])=O)=[O:7])([CH3:4])([CH3:3])[CH3:2].C1CCC(N=C=NC2CCCCC2)CC1. The catalyst is ClCCl. The product is [C:1]([O:5][C:6]([N:8]1[CH2:9][C:10](=[O:12])[O:16][C:14](=[O:15])[CH2:13]1)=[O:7])([CH3:2])([CH3:3])[CH3:4]. The yield is 0.990. (3) The yield is 1.00. The product is [CH2:14]([O:1][C:2]1[CH:3]=[C:4]([CH:7]=[CH:8][CH:9]=1)[CH:5]=[O:6])[CH:13]=[CH2:12]. The catalyst is C(O)C. The reactants are [OH:1][C:2]1[CH:3]=[C:4]([CH:7]=[CH:8][CH:9]=1)[CH:5]=[O:6].[I-].[Na+].[CH2:12](Br)[CH:13]=[CH2:14].C(=O)([O-])[O-].[K+].[K+].S([O-])([O-])(=O)=O.[Na+].[Na+]. (4) The catalyst is C(Cl)Cl. The product is [CH2:1]([O:8][C:9]1[C:14]([CH2:15][Cl:21])=[C:13]([CH3:17])[CH:12]=[C:11]([CH3:18])[N:10]=1)[C:2]1[CH:7]=[CH:6][CH:5]=[CH:4][CH:3]=1. The reactants are [CH2:1]([O:8][C:9]1[C:14]([CH2:15]O)=[C:13]([CH3:17])[CH:12]=[C:11]([CH3:18])[N:10]=1)[C:2]1[CH:7]=[CH:6][CH:5]=[CH:4][CH:3]=1.O=S(Cl)[Cl:21].C([O-])(O)=O.[Na+]. The yield is 0.600. (5) The reactants are Cl[C:2]1[CH:7]=[C:6]([C:8]([F:11])([F:10])[F:9])[N:5]=[CH:4][N:3]=1.FC(F)(F)C1N=C[N:17]=C(O)C=1.N. The catalyst is C(#N)C. The product is [NH2:17][C:2]1[CH:7]=[C:6]([C:8]([F:11])([F:10])[F:9])[N:5]=[CH:4][N:3]=1. The yield is 0.980. (6) The reactants are O[CH2:2][CH2:3][N:4]1[CH2:9][CH2:8][CH2:7][CH2:6][CH2:5]1.C(N(C(C)C)CC)(C)C.CS(Cl)(=O)=[O:21].C([NH:27][C@:28]1([C:45](NC(C)(C)C)=[O:46])[C@@H:32]([CH2:33][CH2:34][CH2:35][B:36]2[O:40]C(C)(C)C(C)(C)[O:37]2)[CH2:31][NH:30][CH2:29]1)(=O)C. The catalyst is C(#N)C. The product is [NH2:27][C@:28]1([C:45]([OH:46])=[O:21])[C@@H:32]([CH2:33][CH2:34][CH2:35][B:36]([OH:37])[OH:40])[CH2:31][N:30]([CH2:2][CH2:3][N:4]2[CH2:9][CH2:8][CH2:7][CH2:6][CH2:5]2)[CH2:29]1. The yield is 0.640. (7) The reactants are Br[C:2]1[CH:9]=[CH:8][CH:7]=[CH:6][C:3]=1[CH:4]=[O:5].[CH3:10][O:11][C:12]1[CH:17]=[CH:16][C:15]([C:18]#[CH:19])=[CH:14][CH:13]=1. The catalyst is C(N(CC)CC)C.Cl[Pd](Cl)([P](C1C=CC=CC=1)(C1C=CC=CC=1)C1C=CC=CC=1)[P](C1C=CC=CC=1)(C1C=CC=CC=1)C1C=CC=CC=1.[Cu]I. The product is [CH3:10][O:11][C:12]1[CH:17]=[CH:16][C:15]([C:18]#[C:19][C:2]2[CH:9]=[CH:8][CH:7]=[CH:6][C:3]=2[CH:4]=[O:5])=[CH:14][CH:13]=1. The yield is 0.890. (8) The reactants are [CH3:1][O:2][C:3]1[CH:4]=[C:5]2[C:10](=[CH:11][C:12]=1[O:13][CH3:14])[N:9]=[CH:8][CH:7]=[C:6]2[O:15][C:16]1[CH:22]=[CH:21][C:19]([NH2:20])=[CH:18][CH:17]=1.C1(C)C=CC=CC=1.C(N(CC)CC)C.Cl[C:38](Cl)([O:40][C:41](=[O:47])OC(Cl)(Cl)Cl)Cl.[CH3:49][C:50]1[CH:55]=[CH:54][C:53]([CH3:56])=[CH:52][C:51]=1[S:57][CH2:58]CO. The catalyst is C(Cl)Cl. The product is [CH3:1][O:2][C:3]1[CH:4]=[C:5]2[C:10](=[CH:11][C:12]=1[O:13][CH3:14])[N:9]=[CH:8][CH:7]=[C:6]2[O:15][C:16]1[CH:22]=[CH:21][C:19]([NH:20][C:41](=[O:47])[O:40][CH2:38][CH2:58][S:57][C:51]2[CH:52]=[C:53]([CH3:56])[CH:54]=[CH:55][C:50]=2[CH3:49])=[CH:18][CH:17]=1. The yield is 0.740.